From a dataset of Forward reaction prediction with 1.9M reactions from USPTO patents (1976-2016). Predict the product of the given reaction. (1) The product is: [Cl:20][C:21]1[CH:22]=[C:23]([NH:24][C:2]2[C:11]3[C:6](=[CH:7][N:8]=[CH:9][CH:10]=3)[C:5]3=[CH:12][CH:13]=[CH:14][C:15]([C:16]([O:18][CH3:19])=[O:17])=[C:4]3[N:3]=2)[CH:25]=[CH:26][CH:27]=1. Given the reactants Cl[C:2]1[C:11]2[C:6](=[CH:7][N:8]=[CH:9][CH:10]=2)[C:5]2=[CH:12][CH:13]=[CH:14][C:15]([C:16]([O:18][CH3:19])=[O:17])=[C:4]2[N:3]=1.[Cl:20][C:21]1[CH:22]=[C:23]([CH:25]=[CH:26][CH:27]=1)[NH2:24].O, predict the reaction product. (2) The product is: [C:13]([C:14]1[CH:21]=[CH:20][C:17]([CH2:18][NH:19][C:2]2[CH:10]=[N:9][CH:8]=[CH:7][C:3]=2[C:4]([OH:6])=[O:5])=[CH:16][CH:15]=1)#[N:12]. Given the reactants F[C:2]1[CH:10]=[N:9][CH:8]=[CH:7][C:3]=1[C:4]([OH:6])=[O:5].Cl.[NH2:12][CH2:13][C:14]1[CH:21]=[CH:20][C:17]([C:18]#[N:19])=[CH:16][CH:15]=1.CCN(C(C)C)C(C)C, predict the reaction product. (3) Given the reactants [Cl:1][C:2]1[CH:3]=[CH:4][C:5]([N:9]2[C:17]3[CH:16]=[C:15]([C:18]4[CH:23]=[N:22][CH:21]=[C:20]([CH3:24])[N:19]=4)[N:14]=[CH:13][C:12]=3[CH:11]=[N:10]2)=[N:6][C:7]=1F.[NH:25]1[CH2:30][CH2:29][CH2:28][C@H:27]([NH:31][C:32](=[O:38])[O:33][C:34]([CH3:37])([CH3:36])[CH3:35])[CH2:26]1.CN1CCOCC1.O, predict the reaction product. The product is: [Cl:1][C:2]1[C:7]([N:25]2[CH2:30][CH2:29][CH2:28][C@H:27]([NH:31][C:32](=[O:38])[O:33][C:34]([CH3:36])([CH3:35])[CH3:37])[CH2:26]2)=[N:6][C:5]([N:9]2[C:17]3[CH:16]=[C:15]([C:18]4[CH:23]=[N:22][CH:21]=[C:20]([CH3:24])[N:19]=4)[N:14]=[CH:13][C:12]=3[CH:11]=[N:10]2)=[CH:4][CH:3]=1. (4) Given the reactants [Br:1][C:2]1[CH:11]=[C:10]([CH3:12])[C:5]([C:6]([O:8]C)=O)=[C:4]([F:13])[CH:3]=1.[H-].[CH2:15]([Al+]CC(C)C)C(C)C.CC(OI1(OC(C)=O)(OC(C)=O)OC(=O)C2C=CC=CC1=2)=O.C[Mg]Br.CCOCC, predict the reaction product. The product is: [Br:1][C:2]1[CH:11]=[C:10]([CH3:12])[C:5]([CH:6]([OH:8])[CH3:15])=[C:4]([F:13])[CH:3]=1. (5) Given the reactants C([O:3][C:4]([C:6]1[S:10][C:9]([NH2:11])=[N:8][C:7]=1[C:12]([F:15])([F:14])[F:13])=[O:5])C.C(N(CC)CC)C.[CH3:23][S:24](O[S:24]([CH3:23])(=[O:26])=[O:25])(=[O:26])=[O:25].Cl, predict the reaction product. The product is: [CH3:23][S:24]([NH:11][C:9]1[S:10][C:6]([C:4]([OH:3])=[O:5])=[C:7]([C:12]([F:15])([F:14])[F:13])[N:8]=1)(=[O:26])=[O:25]. (6) Given the reactants [CH2:1]([C:3]1[C:11]2[C:6](=[CH:7][C:8]([C:12]3[N:17]=[C:16]4[N:18]([CH2:21][C:22]5[CH:23]=[C:24]6[C:29](=[CH:30][CH:31]=5)[N:28]=[CH:27][CH:26]=[CH:25]6)[N:19]=[N:20][C:15]4=[CH:14][CH:13]=3)=[CH:9][CH:10]=2)[N:5](C(OC(C)(C)C)=O)[N:4]=1)[CH3:2].C(O)(C(F)(F)F)=O.[OH-].[Na+], predict the reaction product. The product is: [CH2:1]([C:3]1[C:11]2[C:6](=[CH:7][C:8]([C:12]3[N:17]=[C:16]4[N:18]([CH2:21][C:22]5[CH:23]=[C:24]6[C:29](=[CH:30][CH:31]=5)[N:28]=[CH:27][CH:26]=[CH:25]6)[N:19]=[N:20][C:15]4=[CH:14][CH:13]=3)=[CH:9][CH:10]=2)[NH:5][N:4]=1)[CH3:2]. (7) Given the reactants [Cl:1][C:2]1[C:3]([F:20])=[C:4](B2OC(C)(C)C(C)(C)O2)[C:5]([CH:8]([F:10])[F:9])=[CH:6][CH:7]=1.Cl[C:22]1[CH:27]=[C:26]([O:28][CH3:29])[N:25]=[CH:24][N:23]=1.C1(C)C=CC=CC=1.C([O-])([O-])=O.[Na+].[Na+], predict the reaction product. The product is: [Cl:1][C:2]1[C:3]([F:20])=[C:4]([C:22]2[CH:27]=[C:26]([O:28][CH3:29])[N:25]=[CH:24][N:23]=2)[C:5]([CH:8]([F:9])[F:10])=[CH:6][CH:7]=1. (8) Given the reactants C(OC([N:8]1[CH2:16][CH2:15][CH:11]([C:12]([OH:14])=O)[CH2:10][CH2:9]1)=O)(C)(C)C.Cl.CN(C)CCCN=C=NCC.ON1C2C=CC=CC=2N=N1.C(N(CC)C(C)C)(C)C.Cl.[CH3:49][NH:50][O:51][CH3:52], predict the reaction product. The product is: [CH3:52][O:51][N:50]([CH3:49])[C:12]([CH:11]1[CH2:10][CH2:9][NH:8][CH2:16][CH2:15]1)=[O:14]. (9) Given the reactants [OH-].[Na+].ClC1C=CC(C([O:10][CH2:11][C@@H:12]([N:16]([CH3:26])[C:17](=[O:25])[C:18]2[CH:23]=[CH:22][C:21]([Cl:24])=[CH:20][CH:19]=2)[CH:13]([CH3:15])[CH3:14])=O)=CC=1.O.C(O)(=O)C, predict the reaction product. The product is: [Cl:24][C:21]1[CH:22]=[CH:23][C:18]([C:17]([N:16]([C@@H:12]([CH:13]([CH3:15])[CH3:14])[CH2:11][OH:10])[CH3:26])=[O:25])=[CH:19][CH:20]=1.